This data is from Full USPTO retrosynthesis dataset with 1.9M reactions from patents (1976-2016). The task is: Predict the reactants needed to synthesize the given product. (1) The reactants are: [F:1][C:2]1[CH:7]=[C:6]([N+:8]([O-:10])=[O:9])[C:5]([O:11][CH3:12])=[CH:4][C:3]=1[CH2:13]O.S(Cl)([Cl:17])=O. Given the product [Cl:17][CH2:13][C:3]1[CH:4]=[C:5]([O:11][CH3:12])[C:6]([N+:8]([O-:10])=[O:9])=[CH:7][C:2]=1[F:1], predict the reactants needed to synthesize it. (2) The reactants are: [OH-:1].[Na+].[CH3:3][O:4][C:5]1[CH:6]=[C:7]([CH:13]([CH3:16])[C:14]#N)[CH:8]=[C:9]([O:11][CH3:12])[CH:10]=1.[OH2:17].Cl. Given the product [CH3:3][O:4][C:5]1[CH:6]=[C:7]([CH:13]([CH3:16])[C:14]([OH:17])=[O:1])[CH:8]=[C:9]([O:11][CH3:12])[CH:10]=1, predict the reactants needed to synthesize it.